This data is from Catalyst prediction with 721,799 reactions and 888 catalyst types from USPTO. The task is: Predict which catalyst facilitates the given reaction. Reactant: N([C@:4]12[CH2:39][CH2:38][C@@H:37]([C:40]([CH3:42])=[CH2:41])[C@@H:5]1[C@@H:6]1[C@@:19]([CH3:22])([CH2:20][CH2:21]2)[C@@:18]2([CH3:23])[C@@H:9]([C@:10]3([CH3:36])[C@@H:15]([CH2:16][CH2:17]2)[C:14]([CH3:25])([CH3:24])[C:13]([C:26]2[CH:35]=[CH:34][C:29]([C:30]([O:32][CH3:33])=[O:31])=[CH:28][CH:27]=2)=[CH:12][CH2:11]3)[CH2:8][CH2:7]1)=C=O.[NH2:43][CH2:44][C:45]1([NH:48][C:49](=[O:55])[O:50][C:51]([CH3:54])([CH3:53])[CH3:52])[CH2:47][CH2:46]1. Product: [C:51]([O:50][C:49]([NH:48][C:45]1([CH2:44][NH:43][C@:4]23[CH2:39][CH2:38][C@@H:37]([C:40]([CH3:42])=[CH2:41])[C@@H:5]2[C@@H:6]2[C@@:19]([CH3:22])([CH2:20][CH2:21]3)[C@@:18]3([CH3:23])[C@@H:9]([C@:10]4([CH3:36])[C@@H:15]([CH2:16][CH2:17]3)[C:14]([CH3:25])([CH3:24])[C:13]([C:26]3[CH:27]=[CH:28][C:29]([C:30]([O:32][CH3:33])=[O:31])=[CH:34][CH:35]=3)=[CH:12][CH2:11]4)[CH2:8][CH2:7]2)[CH2:46][CH2:47]1)=[O:55])([CH3:52])([CH3:54])[CH3:53]. The catalyst class is: 1.